Dataset: Forward reaction prediction with 1.9M reactions from USPTO patents (1976-2016). Task: Predict the product of the given reaction. (1) Given the reactants [NH2:1][C:2]1[CH:7]=[CH:6][CH:5]=[CH:4][N:3]=1.[N:8]1[CH:13]=[C:12]([CH:14]=O)[CH:11]=[N:10][CH:9]=1, predict the reaction product. The product is: [N:8]1[CH:13]=[C:12]([CH:14]=[N:1][C:2]2[CH:7]=[CH:6][CH:5]=[CH:4][N:3]=2)[CH:11]=[N:10][CH:9]=1. (2) Given the reactants CS(C)=O.C(N(CC(O)=O)CC(O)=O)CN(CC(O)=O)CC(O)=O.C([C@H](N)C(O)=O)CC(N[C@H](C(NCC(O)=O)=O)CS)=O.[CH3:45][CH2:46][CH2:47][CH2:48][CH2:49][C@H:50]([OH:69])/[CH:51]=[CH:52]/[C@@H:53]1[C@@H:57]([CH2:58]/[CH:59]=[CH:60]\[CH2:61][CH2:62][CH2:63][C:64]([OH:66])=[O:65])[C@H:56]2[O:67][O:68][C@@H:54]1[CH2:55]2, predict the reaction product. The product is: [CH3:45][CH2:46][CH2:47][CH2:48][CH2:49][C@H:50]([OH:69])/[CH:51]=[CH:52]/[C@@H:53]1[C@@H:57]([CH2:58]/[CH:59]=[CH:60]\[CH2:61][CH2:62][CH2:63][C:64]([OH:66])=[O:65])[C:56](=[O:67])[CH2:55][C@H:54]1[OH:68].